From a dataset of Catalyst prediction with 721,799 reactions and 888 catalyst types from USPTO. Predict which catalyst facilitates the given reaction. Reactant: [OH:1][C:2]1[CH:3]=[C:4]([CH:10]=[CH:11][CH:12]=1)[C:5]([O:7]CC)=[O:6].[CH2:13](Br)[CH:14]=[CH2:15].C(=O)([O-])[O-].[K+].[K+]. Product: [CH2:15]([O:1][C:2]1[CH:3]=[C:4]([CH:10]=[CH:11][CH:12]=1)[C:5]([OH:7])=[O:6])[CH:14]=[CH2:13]. The catalyst class is: 131.